From a dataset of Forward reaction prediction with 1.9M reactions from USPTO patents (1976-2016). Predict the product of the given reaction. (1) Given the reactants [CH3:1][C:2]1[CH:3]=[C:4]([CH:13]=[CH:14][C:15]=1[N+:16]([O-])=O)[O:5][CH2:6][C:7]1[N:12]=[CH:11][CH:10]=[CH:9][N:8]=1.[Cl-].[NH4+], predict the reaction product. The product is: [CH3:1][C:2]1[CH:3]=[C:4]([O:5][CH2:6][C:7]2[N:8]=[CH:9][CH:10]=[CH:11][N:12]=2)[CH:13]=[CH:14][C:15]=1[NH2:16]. (2) Given the reactants I[C:2]1[S:6][C:5]([C:7]2[CH:8]=[C:9]3[C:13](=[CH:14][CH:15]=2)[C:12](=[O:16])[NH:11][CH2:10]3)=[CH:4][CH:3]=1.CC1(C)C(C)(C)OB([C:25]2[CH:26]=[C:27]([NH:31][C:32](=[O:38])[O:33][C:34]([CH3:37])([CH3:36])[CH3:35])[CH:28]=[N:29][CH:30]=2)O1, predict the reaction product. The product is: [O:16]=[C:12]1[C:13]2[C:9](=[CH:8][C:7]([C:5]3[S:6][C:2]([C:25]4[CH:26]=[C:27]([NH:31][C:32](=[O:38])[O:33][C:34]([CH3:36])([CH3:35])[CH3:37])[CH:28]=[N:29][CH:30]=4)=[CH:3][CH:4]=3)=[CH:15][CH:14]=2)[CH2:10][NH:11]1.